Dataset: Peptide-MHC class II binding affinity with 134,281 pairs from IEDB. Task: Regression. Given a peptide amino acid sequence and an MHC pseudo amino acid sequence, predict their binding affinity value. This is MHC class II binding data. (1) The peptide sequence is FRILSSISLALVNSM. The MHC is DRB3_0101 with pseudo-sequence DRB3_0101. The binding affinity (normalized) is 0.170. (2) The MHC is DRB1_0802 with pseudo-sequence DRB1_0802. The peptide sequence is TFGAASNKAFAEGLS. The binding affinity (normalized) is 0.365.